Dataset: Full USPTO retrosynthesis dataset with 1.9M reactions from patents (1976-2016). Task: Predict the reactants needed to synthesize the given product. (1) Given the product [CH2:10]([C@H:17]1[CH2:18][N:19]([C:23]2[CH:28]=[CH:27][C:26]([O:29][CH:30]([F:31])[F:32])=[C:25]([O:33][CH:34]3[CH2:37][CH2:36][CH2:35]3)[CH:24]=2)[CH2:20][CH2:21][N:22]1[C:7](=[O:9])[CH2:6][C:4]1[N:3]=[CH:2][NH:1][CH:5]=1)[C:11]1[CH:12]=[CH:13][CH:14]=[CH:15][CH:16]=1, predict the reactants needed to synthesize it. The reactants are: [NH:1]1[CH:5]=[C:4]([CH2:6][C:7]([OH:9])=O)[N:3]=[CH:2]1.[CH2:10]([C@@H:17]1[NH:22][CH2:21][CH2:20][N:19]([C:23]2[CH:28]=[CH:27][C:26]([O:29][CH:30]([F:32])[F:31])=[C:25]([O:33][CH:34]3[CH2:37][CH2:36][CH2:35]3)[CH:24]=2)[CH2:18]1)[C:11]1[CH:16]=[CH:15][CH:14]=[CH:13][CH:12]=1. (2) Given the product [Cl:27][C:13]1[N:10]2[C:11]3[N:12]=[C:3]([C:2]([F:1])([F:25])[F:26])[CH:4]=[C:5]([C:21]([F:23])([F:24])[F:22])[C:6]=3[CH:7]=[CH:8][C:9]2=[N:15][C:14]=1[C:16]1[O:17][CH:18]=[N:19][N:20]=1, predict the reactants needed to synthesize it. The reactants are: [F:1][C:2]([F:26])([F:25])[C:3]1[CH:4]=[C:5]([C:21]([F:24])([F:23])[F:22])[C:6]2[CH:7]=[CH:8][C:9]3[N:10]([CH:13]=[C:14]([C:16]4[O:17][CH:18]=[N:19][N:20]=4)[N:15]=3)[C:11]=2[N:12]=1.[Cl:27]N1C(=O)CCC1=O.O. (3) Given the product [CH:1]1[C:10]2[CH2:9][CH2:8][CH2:7][CH2:6][C:5]=2[CH:4]=[CH:3][C:2]=1[O:11][CH2:12][CH2:13][O:14][C:15]1[CH:30]=[CH:29][C:18]([CH2:19][CH:20]([C:25]([O:27][CH3:28])=[O:26])[C:21]([O:23][CH3:24])=[O:22])=[CH:17][CH:16]=1, predict the reactants needed to synthesize it. The reactants are: [CH:1]1[C:10]2[CH2:9][CH2:8][CH2:7][CH2:6][C:5]=2[CH:4]=[CH:3][C:2]=1[O:11][CH2:12][CH2:13][O:14][C:15]1[CH:30]=[CH:29][C:18]([CH:19]=[C:20]([C:25]([O:27][CH3:28])=[O:26])[C:21]([O:23][CH3:24])=[O:22])=[CH:17][CH:16]=1.[H][H].